Dataset: Peptide-MHC class I binding affinity with 185,985 pairs from IEDB/IMGT. Task: Regression. Given a peptide amino acid sequence and an MHC pseudo amino acid sequence, predict their binding affinity value. This is MHC class I binding data. (1) The peptide sequence is YEVPAALIL. The binding affinity (normalized) is 0.0847. The MHC is HLA-B57:01 with pseudo-sequence HLA-B57:01. (2) The peptide sequence is YAAQGYKVL. The MHC is HLA-B27:05 with pseudo-sequence HLA-B27:05. The binding affinity (normalized) is 0. (3) The peptide sequence is KLDFIRNTK. The MHC is HLA-B08:01 with pseudo-sequence HLA-B08:01. The binding affinity (normalized) is 0.0847. (4) The peptide sequence is YLLEKSRAI. The MHC is HLA-A02:02 with pseudo-sequence HLA-A02:02. The binding affinity (normalized) is 0.626.